This data is from Full USPTO retrosynthesis dataset with 1.9M reactions from patents (1976-2016). The task is: Predict the reactants needed to synthesize the given product. (1) Given the product [CH3:7][O:8][C:9](=[O:25])[C:10]([CH2:15][C:16]1[CH:21]=[CH:20][CH:19]=[C:18]([C:22]#[N:23])[CH:17]=1)([NH:24][C:3]([O:2][CH3:1])=[O:4])[CH2:11][CH2:12][S:13][CH3:14], predict the reactants needed to synthesize it. The reactants are: [CH3:1][O:2][C:3](Cl)=[O:4].Cl.[CH3:7][O:8][C:9](=[O:25])[C:10]([NH2:24])([CH2:15][C:16]1[CH:21]=[CH:20][CH:19]=[C:18]([C:22]#[N:23])[CH:17]=1)[CH2:11][CH2:12][S:13][CH3:14].C(N(CC)CC)C. (2) Given the product [CH3:26][C:17]1[C@H:16](/[CH:15]=[CH:14]/[C:12](/[CH3:13])=[CH:11]/[CH:10]=[CH:9]/[C:7](/[CH3:8])=[CH:6]/[CH:5]=[CH:4]/[CH:3]=[C:2](\[CH3:1])/[CH:27]=[CH:28]/[CH:29]=[C:30](\[CH3:31])/[CH:32]=[CH:33]/[C@H:34]2[C:35]([CH3:43])=[CH:36][C@H:37]([OH:42])[CH2:38][C:39]2([CH3:41])[CH3:40])[C:22]([CH3:24])([CH3:23])[CH2:21][C@@H:20]([OH:25])[CH:19]=1, predict the reactants needed to synthesize it. The reactants are: [CH3:1]/[C:2](/[CH:27]=[CH:28]/[CH:29]=[C:30](/[CH:32]=[CH:33]/[C@@:34]1(O)[C:39]([CH3:41])([CH3:40])[CH2:38][C@H:37]([OH:42])[CH2:36][C@:35]1(O)[CH3:43])\[CH3:31])=[CH:3]\[CH:4]=[CH:5]\[CH:6]=[C:7](\[CH:9]=[CH:10]\[CH:11]=[C:12](\[CH:14]1O[C@:17]2([CH3:26])[CH2:19][C@@H:20]([OH:25])[CH2:21][C:22]([CH3:24])([CH3:23])[C:16]2=[CH:15]1)/[CH3:13])/[CH3:8].C/C(/C=C/C=C(/C=C/[C@@]1(O)C(C)(C)C[C@H](O)C[C@]1(O)C)\C)=C\C=C\C=C(\C=C\C=C(\C=C\[C@]12C(C)(C)C[C@H](O)C[C@@]1(C)O2)/C)/C.CC1[C@H](O)[C@@H](O)CC(C)(C)C=1/C=C/C(/C)=C/C=C/C(/C)=C/C=C/C=C(/C=C/C=C(/C=C/C([C@@]1(C)C(C)(C)C[C@H](O)C1)=O)\C)\C.CC1=CC(CC(C)(C)/C/1=C/C=C(/C=C/C=C(/C=C/C=C/C(/C)=C/C=C/C(/C)=C/C=C1\C(C)(C)CC(CC\1(O)C)=O)\C)\C)=O.CC1C[C@@H](O)CC(C)(C)C=1/C=C/C(/CO)=C/C=C/C(/C)=C/C=C/C=C(/C=C/C=C(/C=C/[C@@H]1C(C)(C)C[C@@H](O)C=C1C)\C)\C.CC1C[C@@H](O)CC(C)(C)C=1/C=C/C(/C)=C/C=C/C(/C)=C/C=C/C=C(/C=C/C=C(/C=C/[C@@H]1C(C)(C)C[C@@H](O)C=C1C)\C)\C.CC1[C@H](/C=C/C(/C)=C/C=C/C(/C)=C/C=C/C=C(/C=C/C=C(/C=C/[C@]23C(C)(C)C[C@H](O)C[C@@]2(C)O3)\C)\C)C(C)(C)C[C@@H](O)C=1.C/C(/C=C/C=C(/C=C/C12OC1(C)CCCC2(C)C)\C)=C\C=C\C=C(\C=C\C=C(/C1OC2(C)C(C(C)(C)CCC2)=C1)\C)/C.CC([C@@H]1[C@@]2(C)CC[C@@H]3[C@]4(C)C(=CC(CC4)=O)CC[C@H]3[C@@H]2CC1)=O.C/C(/C=C/C=C(/C=C/[C@]12C(C)(C)C[C@H](O)C[C@@]1(C)O2)\C)=C\C=C\C=C(\C=C\C=C(\C1O[C@]2(C)C[C@@H](O)CC(C)(C)C2=C1)/C)/C.CC(C)=CCC/C(/C)=C/C=C/C(/C)=C/C=C/C(/C)=C/C=C/C=C(\C)/C=C/C=C(\C)/C=C/C=C(\C)/CCC=C(C)C.C/C(/CC/C=C(\C)/CO)=C\C=C\C(\C)=C\C=C\C(\C)=C\C=C\C=C(/C)\C=C\C=C(/C)\C=C\C=C(/C)\CC/C=C(\C)/CO.CC(C)=CCC/C(/C)=C/C=C/C(/C)=C/C=C/C(/C)=C/C=C/C=C(/C=C/C=C(/C=C/C1OC1(CCC=C(C)C)C)\C)\C.CC(C)=CCC/C(/C)=C/C=C/C(/C)=C/C=C/C(/C)=C/C=C/C=C(/C=C/C=C(/C=C/C=C(/CC/C=C(/CO)\C)\C)\C)\C.CC(C)=CCC/C(/C)=C/CC/C(/C)=C/CC/C(/C)=C/CC/C=C(\C)/CC/C=C(\C)/CC/C=C(\C)/CCC=C(C)C. (3) Given the product [CH2:1]([N:8]1[CH2:9][CH2:10][CH:11]([C:14]2[CH:19]=[CH:18][C:17]([Cl:20])=[C:16]([C:21]([F:24])([F:22])[F:23])[CH:15]=2)[CH2:12][CH2:13]1)[C:2]1[CH:7]=[CH:6][CH:5]=[CH:4][CH:3]=1, predict the reactants needed to synthesize it. The reactants are: [CH2:1]([N:8]1[CH2:13][CH:12]=[C:11]([C:14]2[CH:19]=[CH:18][C:17]([Cl:20])=[C:16]([C:21]([F:24])([F:23])[F:22])[CH:15]=2)[CH2:10][CH2:9]1)[C:2]1[CH:7]=[CH:6][CH:5]=[CH:4][CH:3]=1.Cl. (4) The reactants are: Br[C:2]1[CH:16]=[CH:15][C:5]([N:6]([Si](C)(C)C)[Si](C)(C)C)=[CH:4][CH:3]=1.CON(C)[C:20](=[O:33])[CH2:21][CH2:22][CH2:23][N:24]([CH3:32])[C:25](=[O:31])[O:26][C:27]([CH3:30])([CH3:29])[CH3:28].[F-].C([N+](CCCC)(CCCC)CCCC)CCC.C(=O)([O-])O.[Na+]. Given the product [NH2:6][C:5]1[CH:15]=[CH:16][C:2]([C:20](=[O:33])[CH2:21][CH2:22][CH2:23][N:24]([CH3:32])[C:25](=[O:31])[O:26][C:27]([CH3:30])([CH3:28])[CH3:29])=[CH:3][CH:4]=1, predict the reactants needed to synthesize it. (5) The reactants are: Cl.Cl[C:3]1[N:8]2[N:9]=[C:10]([CH:12]3[CH2:17][CH2:16][N:15]([CH:18]([CH3:20])[CH3:19])[CH2:14][CH2:13]3)[N:11]=[C:7]2[CH:6]=[C:5]([C:21]2[CH:26]=[CH:25][C:24]([Cl:27])=[CH:23][C:22]=2[Cl:28])[N:4]=1.Cl.Cl.[NH2:31][CH2:32][CH2:33][NH:34][C:35]1[CH:42]=[CH:41][C:38]([C:39]#[N:40])=[CH:37][N:36]=1.C(N(CC)C(C)C)(C)C. Given the product [Cl:28][C:22]1[CH:23]=[C:24]([Cl:27])[CH:25]=[CH:26][C:21]=1[C:5]1[N:4]=[C:3]([NH:31][CH2:32][CH2:33][NH:34][C:35]2[N:36]=[CH:37][C:38]([C:39]#[N:40])=[CH:41][CH:42]=2)[N:8]2[N:9]=[C:10]([CH:12]3[CH2:13][CH2:14][N:15]([CH:18]([CH3:19])[CH3:20])[CH2:16][CH2:17]3)[N:11]=[C:7]2[CH:6]=1, predict the reactants needed to synthesize it.